From a dataset of Reaction yield outcomes from USPTO patents with 853,638 reactions. Predict the reaction yield, written as a fraction of the theoretical maximum amount of product (1.0 means a 100% yield; for example, 0.34 means a 34% yield). (1) The reactants are [N:1]1[C:10]2[C:5](=[CH:6][C:7]([C:11](Cl)=[O:12])=[CH:8][CH:9]=2)[N:4]=[CH:3][CH:2]=1.C(O[AlH-](OC(C)(C)C)OC(C)(C)C)(C)(C)C.[Li+]. The catalyst is COCCOC.CCOC(C)=O. The product is [N:1]1[C:10]2[C:5](=[CH:6][C:7]([CH:11]=[O:12])=[CH:8][CH:9]=2)[N:4]=[CH:3][CH:2]=1. The yield is 0.730. (2) The reactants are [C:1]([NH:20][C:21]1[CH:22]=[C:23]([CH2:27][C:28](O)=[O:29])[CH:24]=[CH:25][CH:26]=1)([C:14]1[CH:19]=[CH:18][CH:17]=[CH:16][CH:15]=1)([C:8]1[CH:13]=[CH:12][CH:11]=[CH:10][CH:9]=1)[C:2]1[CH:7]=[CH:6][CH:5]=[CH:4][CH:3]=1.C(=O)(O)[O-].[Na+]. The catalyst is C1COCC1. The product is [C:1]([NH:20][C:21]1[CH:22]=[C:23]([CH2:27][CH2:28][OH:29])[CH:24]=[CH:25][CH:26]=1)([C:2]1[CH:7]=[CH:6][CH:5]=[CH:4][CH:3]=1)([C:14]1[CH:19]=[CH:18][CH:17]=[CH:16][CH:15]=1)[C:8]1[CH:9]=[CH:10][CH:11]=[CH:12][CH:13]=1. The yield is 0.860. (3) The reactants are [NH2:1][C:2]1[C:7]([NH2:8])=[C:6]([NH:9][C@@H:10]2[C@@H:15]3[CH2:16][C@@H:12]([CH:13]=[CH:14]3)[C@@H:11]2[C:17]([NH2:19])=[O:18])[C:5]([Br:20])=[CH:4][N:3]=1.[F:21][C:22]1[CH:23]=[C:24]([CH:28]=O)[CH:25]=[CH:26][CH:27]=1.C([O-])(=O)C.[NH4+]. No catalyst specified. The product is [Br:20][C:5]1[C:6]([NH:9][C@@H:10]2[C@@H:15]3[CH2:16][C@@H:12]([CH:13]=[CH:14]3)[C@@H:11]2[C:17]([NH2:19])=[O:18])=[C:7]2[N:8]=[C:28]([C:24]3[CH:25]=[CH:26][CH:27]=[C:22]([F:21])[CH:23]=3)[NH:1][C:2]2=[N:3][CH:4]=1. The yield is 0.650. (4) The reactants are [CH2:1]([N:8]1[CH2:13][CH2:12][C:11]([C:22]2[CH:27]=[CH:26][C:25](OS(C(F)(F)F)(=O)=O)=[CH:24][CH:23]=2)([C:14]2[CH:19]=[CH:18][CH:17]=[C:16]([O:20][CH3:21])[CH:15]=2)[CH2:10][CH2:9]1)[C:2]1[CH:7]=[CH:6][CH:5]=[CH:4][CH:3]=1.[S:36]1[CH:40]=[CH:39][CH:38]=[C:37]1B(O)O.C(=O)([O-])[O-].[Na+].[Na+]. The catalyst is C(O)C.O.C1C=CC([P]([Pd]([P](C2C=CC=CC=2)(C2C=CC=CC=2)C2C=CC=CC=2)([P](C2C=CC=CC=2)(C2C=CC=CC=2)C2C=CC=CC=2)[P](C2C=CC=CC=2)(C2C=CC=CC=2)C2C=CC=CC=2)(C2C=CC=CC=2)C2C=CC=CC=2)=CC=1.[Pd].P. The product is [CH2:1]([N:8]1[CH2:13][CH2:12][C:11]([C:14]2[CH:19]=[CH:18][CH:17]=[C:16]([O:20][CH3:21])[CH:15]=2)([C:22]2[CH:27]=[CH:26][C:25]([C:37]3[S:36][CH:40]=[CH:39][CH:38]=3)=[CH:24][CH:23]=2)[CH2:10][CH2:9]1)[C:2]1[CH:3]=[CH:4][CH:5]=[CH:6][CH:7]=1. The yield is 0.920. (5) The reactants are C[O:2][C:3]([C:5]1[CH:6]=[N:7][N:8]([C:16]([CH3:19])([CH3:18])[CH3:17])[C:9]=1[C:10]1[CH:14]=[C:13]([CH3:15])[O:12][N:11]=1)=[O:4].[OH-].[Na+]. The catalyst is CO. The product is [C:16]([N:8]1[C:9]([C:10]2[CH:14]=[C:13]([CH3:15])[O:12][N:11]=2)=[C:5]([C:3]([OH:4])=[O:2])[CH:6]=[N:7]1)([CH3:19])([CH3:17])[CH3:18]. The yield is 0.820. (6) The reactants are Cl.[CH3:2][O:3][C:4]([CH:6]1[CH2:9][NH:8][CH2:7]1)=[O:5].[Cl:10][C:11]1[CH:16]=[CH:15][C:14]([C:17]2([C:21](O)=[O:22])[CH2:20][CH2:19][CH2:18]2)=[CH:13][CH:12]=1.C(N(C(C)C)CC)(C)C.C1CN([P+](Br)(N2CCCC2)N2CCCC2)CC1.F[P-](F)(F)(F)(F)F. The catalyst is C(Cl)Cl. The yield is 0.650. The product is [CH3:2][O:3][C:4]([CH:6]1[CH2:9][N:8]([C:21]([C:17]2([C:14]3[CH:13]=[CH:12][C:11]([Cl:10])=[CH:16][CH:15]=3)[CH2:18][CH2:19][CH2:20]2)=[O:22])[CH2:7]1)=[O:5]. (7) The reactants are [CH3:1][N:2]1[CH2:7][CH2:6][N:5]([C:8]2[C:9]([N+:15]([O-])=O)=[C:10]([CH:12]=[CH:13][CH:14]=2)[NH2:11])[CH2:4][CH2:3]1. The catalyst is CO.[Pd]. The yield is 0.920. The product is [CH3:1][N:2]1[CH2:3][CH2:4][N:5]([C:8]2[CH:14]=[CH:13][CH:12]=[C:10]([NH2:11])[C:9]=2[NH2:15])[CH2:6][CH2:7]1.